From a dataset of Full USPTO retrosynthesis dataset with 1.9M reactions from patents (1976-2016). Predict the reactants needed to synthesize the given product. Given the product [CH2:8]([O:12][C:13]1[N:21]=[C:20]2[C:16]([N:17]=[C:18]([O:22][CH3:23])[N:19]2[CH2:32][CH2:33][CH2:34][NH:42][CH2:41][CH:37]2[CH2:38][CH2:39][CH2:40][O:36]2)=[C:15]([NH2:24])[N:14]=1)[CH2:9][CH2:10][CH3:11], predict the reactants needed to synthesize it. The reactants are: FC(F)(F)C(O)=O.[CH2:8]([O:12][C:13]1[NH:14][C:15]([NH2:24])=[C:16]2[C:20]([N:21]=1)=[N:19][C:18]([O:22][CH3:23])=[N:17]2)[CH2:9][CH2:10][CH3:11].C([O-])([O-])=O.[K+].[K+].Br[CH2:32][CH2:33][CH2:34]Br.[O:36]1[CH2:40][CH2:39][CH2:38][CH:37]1[CH2:41][NH2:42].C(N(CC)CC)C.